Dataset: Catalyst prediction with 721,799 reactions and 888 catalyst types from USPTO. Task: Predict which catalyst facilitates the given reaction. The catalyst class is: 1. Product: [C:15]([C:14]1[C:13]([C@@H:9]([NH:8][C:6](=[O:7])[O:5][C:1]([CH3:3])([CH3:4])[CH3:2])[CH:10]([CH3:12])[CH3:11])=[N:23][CH:22]=[C:21]([Cl:24])[CH:20]=1)(=[O:17])[CH3:26]. Reactant: [C:1]([O:5][C:6]([NH:8][C@H:9]([C:13]1[N:23]=[CH:22][C:21]([Cl:24])=[CH:20][C:14]=1[C:15]([O:17]CC)=O)[CH:10]([CH3:12])[CH3:11])=[O:7])([CH3:4])([CH3:3])[CH3:2].Cl.[CH3:26]NOC.C[Mg]Br.